The task is: Predict the product of the given reaction.. This data is from Forward reaction prediction with 1.9M reactions from USPTO patents (1976-2016). (1) Given the reactants Br[C:2]1[C:3]([NH:15][CH2:16][C:17]([C:31]([F:34])([F:33])[F:32])([OH:30])[CH2:18][C:19]([C:22]2[CH:27]=[C:26]([F:28])[CH:25]=[CH:24][C:23]=2[OH:29])([CH3:21])[CH3:20])=[C:4]2[C:9](=[C:10](Br)[CH:11]=1)[N:8]=[C:7]([NH:13][CH3:14])[CH:6]=[CH:5]2, predict the reaction product. The product is: [F:28][C:26]1[CH:25]=[CH:24][C:23]([OH:29])=[C:22]([C:19]([CH3:20])([CH3:21])[CH2:18][C:17]([C:31]([F:32])([F:33])[F:34])([OH:30])[CH2:16][NH:15][C:3]2[CH:2]=[CH:11][CH:10]=[C:9]3[C:4]=2[CH:5]=[CH:6][C:7]([NH:13][CH3:14])=[N:8]3)[CH:27]=1. (2) Given the reactants CON(C)[C:4]([C:6]1[C:14]2[C:9](=[CH:10][CH:11]=[CH:12][CH:13]=2)[NH:8][N:7]=1)=[O:5].[CH3:16][Mg]Br.O.[Cl-].[NH4+], predict the reaction product. The product is: [NH:8]1[C:9]2[C:14](=[CH:13][CH:12]=[CH:11][CH:10]=2)[C:6]([C:4](=[O:5])[CH3:16])=[N:7]1. (3) Given the reactants [CH2:1]([C:8]1[N:12]=[C:11]([C@H:13]2[CH2:17][CH2:16][C@H:15]([NH2:18])[CH2:14]2)[O:10][N:9]=1)[C:2]1[CH:7]=[CH:6][CH:5]=[CH:4][CH:3]=1.CCN(C(C)C)C(C)C.Cl[C:29]1[N:34]=[CH:33][N:32]=[C:31]2[N:35](C3CCCCO3)[N:36]=[CH:37][C:30]=12, predict the reaction product. The product is: [CH2:1]([C:8]1[N:12]=[C:11]([C@H:13]2[CH2:17][CH2:16][C@H:15]([NH:18][C:29]3[N:34]=[CH:33][N:32]=[C:31]4[NH:35][N:36]=[CH:37][C:30]=34)[CH2:14]2)[O:10][N:9]=1)[C:2]1[CH:7]=[CH:6][CH:5]=[CH:4][CH:3]=1. (4) Given the reactants [Cl:1][C:2]1[CH:3]=[C:4]2[C:9](=[CH:10][C:11]=1[O:12][C:13]1[CH:21]=[CH:20][C:16]([C:17]([OH:19])=O)=[CH:15][CH:14]=1)[O:8][CH2:7][CH2:6][CH:5]2[C:22]([O:24][CH2:25][CH3:26])=[O:23].C(N(C(C)C)C(C)C)C.S(O)(O)(=O)=O.[CH3:41][O:42][C:43]1[CH:48]=[C:47]([O:49][CH3:50])[CH:46]=[CH:45][C:44]=1[CH2:51][CH2:52][NH2:53].COC1C=C(OC)C=CC=1CCN.Cl.C(N=C=NCCCN(C)C)C.N1C2C(=NC=CC=2)N(O)N=1, predict the reaction product. The product is: [Cl:1][C:2]1[CH:3]=[C:4]2[C:9](=[CH:10][C:11]=1[O:12][C:13]1[CH:14]=[CH:15][C:16]([C:17](=[O:19])[NH:53][CH2:52][CH2:51][C:44]3[CH:45]=[CH:46][C:47]([O:49][CH3:50])=[CH:48][C:43]=3[O:42][CH3:41])=[CH:20][CH:21]=1)[O:8][CH2:7][CH2:6][CH:5]2[C:22]([O:24][CH2:25][CH3:26])=[O:23]. (5) Given the reactants [N:1]1([C:8]2[CH:13]=[CH:12][C:11]([C:14]3[CH:19]=[CH:18][C:17]([O:20][CH2:21][CH2:22][O:23][CH2:24][CH2:25][CH2:26][CH3:27])=[CH:16][CH:15]=3)=[CH:10][C:9]=2/[CH:28]=[C:29](\[CH2:35][CH3:36])/[C:30]([O:32]CC)=[O:31])[CH2:7][CH2:6][CH2:5][CH2:4][CH2:3][CH2:2]1.[OH-].[Na+].Cl, predict the reaction product. The product is: [N:1]1([C:8]2[CH:13]=[CH:12][C:11]([C:14]3[CH:19]=[CH:18][C:17]([O:20][CH2:21][CH2:22][O:23][CH2:24][CH2:25][CH2:26][CH3:27])=[CH:16][CH:15]=3)=[CH:10][C:9]=2/[CH:28]=[C:29](\[CH2:35][CH3:36])/[C:30]([OH:32])=[O:31])[CH2:2][CH2:3][CH2:4][CH2:5][CH2:6][CH2:7]1. (6) Given the reactants [Cl:1][C:2]1[CH:3]=[CH:4][C:5]([O:15][CH2:16][C:17]2[CH:22]=[CH:21][C:20]([Br:23])=[CH:19][C:18]=2[F:24])=[C:6]([C:8](=O)[CH2:9][CH2:10][C:11](=O)[CH3:12])[CH:7]=1.[NH2:25][C:26]1[CH:27]=[C:28]([C:32]([OH:35])=[CH:33][CH:34]=1)[C:29]([OH:31])=[O:30].CC1C=CC(S(O)(=O)=O)=CC=1, predict the reaction product. The product is: [Cl:1][C:2]1[CH:3]=[CH:4][C:5]([O:15][CH2:16][C:17]2[CH:22]=[CH:21][C:20]([Br:23])=[CH:19][C:18]=2[F:24])=[C:6]([C:8]2[N:25]([C:26]3[CH:27]=[C:28]([C:32]([OH:35])=[CH:33][CH:34]=3)[C:29]([OH:31])=[O:30])[C:11]([CH3:12])=[CH:10][CH:9]=2)[CH:7]=1. (7) Given the reactants C(O[CH:4]=[C:5]([C:11](=[O:18])[NH:12][C:13]([O:15]CC)=O)[C:6]([O:8][CH2:9][CH3:10])=[O:7])C.[NH2:19][C:20]1[C:29]([CH3:30])=[CH:28][C:23]2[NH:24][C:25](=[O:27])[NH:26][C:22]=2[CH:21]=1.CC(C)([O-])C.[K+].Cl, predict the reaction product. The product is: [CH3:30][C:29]1[C:20]([N:19]2[CH:4]=[C:5]([C:6]([O:8][CH2:9][CH3:10])=[O:7])[C:11](=[O:18])[NH:12][C:13]2=[O:15])=[CH:21][C:22]2[NH:26][C:25](=[O:27])[NH:24][C:23]=2[CH:28]=1. (8) Given the reactants [Cl:1][C:2]1[CH:3]=[C:4]([O:10][C:11]2[CH:20]=[C:19]([N:21]3[CH2:26][CH2:25][N:24]([CH2:27][C:28]4[CH2:33][CH2:32][C:31]([CH3:35])([CH3:34])[CH2:30][C:29]=4[C:36]4[CH:41]=[CH:40][C:39]([Cl:42])=[CH:38][CH:37]=4)[CH2:23][CH2:22]3)[CH:18]=[CH:17][C:12]=2[C:13]([O:15]C)=[O:14])[CH:5]=[N:6][C:7]=1[NH:8][CH3:9].[Li+].[OH-], predict the reaction product. The product is: [Cl:1][C:2]1[CH:3]=[C:4]([O:10][C:11]2[CH:20]=[C:19]([N:21]3[CH2:26][CH2:25][N:24]([CH2:27][C:28]4[CH2:33][CH2:32][C:31]([CH3:35])([CH3:34])[CH2:30][C:29]=4[C:36]4[CH:37]=[CH:38][C:39]([Cl:42])=[CH:40][CH:41]=4)[CH2:23][CH2:22]3)[CH:18]=[CH:17][C:12]=2[C:13]([OH:15])=[O:14])[CH:5]=[N:6][C:7]=1[NH:8][CH3:9]. (9) Given the reactants [F:1][C:2]1[CH:23]=[CH:22][C:5]([CH2:6][NH:7][C:8]([C:10]2[S:18][C:17]3[N:12]([C:13](=[O:21])[NH:14][C:15](=[O:20])[C:16]=3[CH3:19])[CH:11]=2)=[O:9])=[CH:4][CH:3]=1.Cl[CH2:25][CH2:26][C:27]([C:29]1[CH:34]=[CH:33][CH:32]=[CH:31][CH:30]=1)=[O:28].C(=O)([O-])[O-].[Cs+].[Cs+], predict the reaction product. The product is: [F:1][C:2]1[CH:3]=[CH:4][C:5]([CH2:6][NH:7][C:8]([C:10]2[S:18][C:17]3[N:12]([C:13](=[O:21])[N:14]([CH2:25][CH2:26][C:27](=[O:28])[C:29]4[CH:34]=[CH:33][CH:32]=[CH:31][CH:30]=4)[C:15](=[O:20])[C:16]=3[CH3:19])[CH:11]=2)=[O:9])=[CH:22][CH:23]=1.